Dataset: HIV replication inhibition screening data with 41,000+ compounds from the AIDS Antiviral Screen. Task: Binary Classification. Given a drug SMILES string, predict its activity (active/inactive) in a high-throughput screening assay against a specified biological target. (1) The compound is CCCNC(=S)NN=C(C)c1ccc(S(=O)(=O)N(C)c2ccccc2)cc1. The result is 0 (inactive). (2) The molecule is CCOP(=O)(OCC)C(C#N)=Cc1ccc2c(c1)OCO2. The result is 0 (inactive). (3) The drug is CN1N=C(c2ccncc2)OC1c1ccc(Cl)cc1Cl. The result is 0 (inactive). (4) The result is 0 (inactive). The compound is CC(C)=CCCC(C)C1=C(O)C(=O)C(C)=C(Nc2ccccc2Br)C1=O. (5) The compound is COC(=O)C1CCCCNC(=O)CCC(NC(=O)OCc2ccccc2)C(=O)N1. The result is 0 (inactive). (6) The compound is CCOP(=O)(C=Cc1ccccc1)OCC. The result is 0 (inactive).